Dataset: hERG potassium channel inhibition data for cardiac toxicity prediction from Karim et al.. Task: Regression/Classification. Given a drug SMILES string, predict its toxicity properties. Task type varies by dataset: regression for continuous values (e.g., LD50, hERG inhibition percentage) or binary classification for toxic/non-toxic outcomes (e.g., AMES mutagenicity, cardiotoxicity, hepatotoxicity). Dataset: herg_karim. (1) The compound is CC(C)N(C)[C@@H]1CC[C@H](N2CC[C@H](NC(=O)c3cccc(C(F)(F)F)c3)C2=O)[C@H](CS(=O)(=O)c2ccccc2)C1. The result is 0 (non-blocker). (2) The molecule is OCCN1CCN(c2ccc3nc(-c4ccccc4)c(-c4ccc(CN5CCC(c6nnc(-c7ncccn7)[nH]6)CC5)cc4)nc3n2)CC1. The result is 0 (non-blocker).